This data is from Catalyst prediction with 721,799 reactions and 888 catalyst types from USPTO. The task is: Predict which catalyst facilitates the given reaction. (1) Reactant: [I:1][C:2]1[CH:3]=[C:4]([CH:8]=[CH:9][CH:10]=1)[C:5](O)=[O:6].C(Cl)(=O)C(Cl)=O.C[N:18](C=O)C. Product: [I:1][C:2]1[CH:3]=[C:4]([CH:8]=[CH:9][CH:10]=1)[C:5]([NH2:18])=[O:6]. The catalyst class is: 1. (2) Reactant: [CH3:1][O:2][CH2:3][C:4](Cl)=[O:5].Cl.[F:8][C:9]1[CH:14]=[CH:13][C:12]([N:15]2[C:23]3[C:18](=[CH:19][C:20]([O:24][C@H:25]([C:29]4[CH:34]=[CH:33][C:32]([S:35][CH3:36])=[CH:31][CH:30]=4)[C@@H:26]([NH2:28])[CH3:27])=[CH:21][CH:22]=3)[CH:17]=[N:16]2)=[CH:11][CH:10]=1.C(N(CC)CC)C. Product: [F:8][C:9]1[CH:14]=[CH:13][C:12]([N:15]2[C:23]3[C:18](=[CH:19][C:20]([O:24][C@H:25]([C:29]4[CH:30]=[CH:31][C:32]([S:35][CH3:36])=[CH:33][CH:34]=4)[C@@H:26]([NH:28][C:4](=[O:5])[CH2:3][O:2][CH3:1])[CH3:27])=[CH:21][CH:22]=3)[CH:17]=[N:16]2)=[CH:11][CH:10]=1. The catalyst class is: 1. (3) Reactant: [CH:1]1([NH2:7])[CH2:6][CH2:5][CH2:4][CH2:3][CH2:2]1.[C:8](Cl)(=[O:12])[CH:9]([CH3:11])[CH3:10]. Product: [CH:1]1([NH:7][C:8](=[O:12])[CH:9]([CH3:11])[CH3:10])[CH2:6][CH2:5][CH2:4][CH2:3][CH2:2]1. The catalyst class is: 2. (4) Reactant: [Cl:1][C:2]1[CH:10]=[CH:9][C:8]([N+:11]([O-:13])=[O:12])=[CH:7][C:3]=1[C:4](Cl)=[O:5].[CH2:14]([CH2:16][NH2:17])[OH:15].C(=O)([O-])O.[Na+]. Product: [Cl:1][C:2]1[CH:10]=[CH:9][C:8]([N+:11]([O-:13])=[O:12])=[CH:7][C:3]=1[C:4]([NH:17][CH2:16][CH2:14][OH:15])=[O:5]. The catalyst class is: 4. (5) The catalyst class is: 2. Product: [CH:2]([C@H:3]1[CH2:8][N:7]([C:9]([O:11][CH2:12][C:13]2[CH:14]=[CH:15][CH:16]=[CH:17][CH:18]=2)=[O:10])[C@H:6]([CH3:19])[CH2:5][CH2:4]1)=[O:1]. Reactant: [OH:1][CH2:2][C@H:3]1[CH2:8][N:7]([C:9]([O:11][CH2:12][C:13]2[CH:18]=[CH:17][CH:16]=[CH:15][CH:14]=2)=[O:10])[C@@H:6]([CH3:19])[CH2:5][CH2:4]1.C(OI(C1C=CC=CC=1)OC(=O)C)(=O)C.CC1(C)N([O])C(C)(C)CCC1.O. (6) Reactant: CCN(C(C)C)C(C)C.[CH2:10]([C:17]1[N:22]([CH3:23])[C:21](=[O:24])[C:20]([C:25]2[CH:30]=[CH:29][C:28]([OH:31])=[C:27]([F:32])[CH:26]=2)=[CH:19][N:18]=1)[C:11]1[CH:16]=[CH:15][CH:14]=[CH:13][CH:12]=1.C1(N([S:40]([C:43]([F:46])([F:45])[F:44])(=[O:42])=[O:41])[S:40]([C:43]([F:46])([F:45])[F:44])(=[O:42])=[O:41])C=CC=CC=1. Product: [F:44][C:43]([F:46])([F:45])[S:40]([O:31][C:28]1[CH:29]=[CH:30][C:25]([C:20]2[C:21](=[O:24])[N:22]([CH3:23])[C:17]([CH2:10][C:11]3[CH:16]=[CH:15][CH:14]=[CH:13][CH:12]=3)=[N:18][CH:19]=2)=[CH:26][C:27]=1[F:32])(=[O:42])=[O:41]. The catalyst class is: 5. (7) Reactant: C(N(CC)CC)C.[S:8]1[CH:12]=[C:11]([CH:13]=[O:14])[C:10]2[CH:15]=[CH:16][CH:17]=[CH:18][C:9]1=2.[N:19]1[C:20]([CH:28]=[N:29][C:30]2[CH:35]=[CH:34][N:33]=[C:32]([O:36][CH3:37])[CH:31]=2)=[CH:21][N:22]2[CH:27]=[CH:26][CH:25]=[CH:24][C:23]=12. Product: [S:8]1[CH:12]=[C:11]([C:13](=[O:14])[CH:28]([C:20]2[N:19]=[C:23]3[CH:24]=[CH:25][CH:26]=[CH:27][N:22]3[CH:21]=2)[NH:29][C:30]2[CH:35]=[CH:34][N:33]=[C:32]([O:36][CH3:37])[CH:31]=2)[C:10]2[CH:15]=[CH:16][CH:17]=[CH:18][C:9]1=2. The catalyst class is: 433. (8) Product: [OH:10]/[N:9]=[C:23](\[NH2:24])/[C:22]1[CH:25]=[CH:26][C:19]([CH2:11][CH2:12][CH2:13][CH2:14][CH2:15][CH2:16][CH2:17][CH3:18])=[CH:20][CH:21]=1. Reactant: C(N(CC)CC)C.Cl.[NH2:9][OH:10].[CH2:11]([C:19]1[CH:26]=[CH:25][C:22]([C:23]#[N:24])=[CH:21][CH:20]=1)[CH2:12][CH2:13][CH2:14][CH2:15][CH2:16][CH2:17][CH3:18]. The catalyst class is: 8. (9) Reactant: [NH:1]1[CH2:11][CH2:10][CH2:9][CH:3]([C:4]([O:6][CH2:7][CH3:8])=[O:5])[CH2:2]1.[C:12]([OH:21])(=[O:20])[C@H:13]([C@@H:15]([C:17]([OH:19])=[O:18])[OH:16])[OH:14]. Product: [C:17]([C@H:15]([C@@H:13]([C:12]([OH:21])=[O:20])[OH:14])[OH:16])([OH:19])=[O:18].[NH:1]1[CH2:11][CH2:10][CH2:9][C@H:3]([C:4]([O:6][CH2:7][CH3:8])=[O:5])[CH2:2]1. The catalyst class is: 14. (10) Reactant: [F:1][C:2]([F:8])([F:7])[C:3](OC)=[O:4].C(N(CC)CC)C.[NH2:16][CH2:17][C:18]([OH:20])=[O:19].Cl. Product: [F:8][C:2]([F:1])([F:7])[C:3]([NH:16][CH2:17][C:18]([OH:20])=[O:19])=[O:4]. The catalyst class is: 125.